From a dataset of Forward reaction prediction with 1.9M reactions from USPTO patents (1976-2016). Predict the product of the given reaction. (1) Given the reactants [CH2:1]([O:3][C:4]([C:6]1[CH:7]=[N:8][C:9]2[C:14]([C:15]=1Cl)=[CH:13][CH:12]=[CH:11][C:10]=2[CH3:17])=[O:5])[CH3:2].[CH:18]1([NH2:23])[CH2:22][CH2:21][CH2:20][CH2:19]1, predict the reaction product. The product is: [CH2:1]([O:3][C:4]([C:6]1[CH:7]=[N:8][C:9]2[C:14]([C:15]=1[NH:23][CH:18]1[CH2:22][CH2:21][CH2:20][CH2:19]1)=[CH:13][CH:12]=[CH:11][C:10]=2[CH3:17])=[O:5])[CH3:2]. (2) Given the reactants [CH2:1]([O:8][C:9]([N:11]1[CH2:19][C@:18]2([NH:20][C:21]([O:23][C:24]([CH3:27])([CH3:26])[CH3:25])=[O:22])[C@@H:13]([CH2:14][CH2:15][CH2:16][CH2:17]2)[CH2:12]1)=[O:10])[C:2]1[CH:7]=[CH:6][CH:5]=[CH:4][CH:3]=1.CCCCCC, predict the reaction product. The product is: [CH2:1]([O:8][C:9]([N:11]1[CH2:19][C:18]2([NH:20][C:21]([O:23][C:24]([CH3:27])([CH3:26])[CH3:25])=[O:22])[CH:13]([CH2:14][CH2:15][CH2:16][CH2:17]2)[CH2:12]1)=[O:10])[C:2]1[CH:3]=[CH:4][CH:5]=[CH:6][CH:7]=1. (3) Given the reactants [K].[CH3:2][O:3][C:4]1[CH:25]=[CH:24][C:7]2[NH:8][C:9]([S:11]([CH2:13][C:14]3[C:19]([CH3:20])=[C:18]([O:21][CH3:22])[C:17]([CH3:23])=[CH:16][N:15]=3)=[O:12])=[N:10][C:6]=2[CH:5]=1.C(O)(=O)C.CO.O.O.O.O.O.O.[Cl-].[Mg+2:39].[Cl-], predict the reaction product. The product is: [Mg:39].[CH3:2][O:3][C:4]1[CH:25]=[CH:24][C:7]2[NH:8][C:9]([S:11]([CH2:13][C:14]3[C:19]([CH3:20])=[C:18]([O:21][CH3:22])[C:17]([CH3:23])=[CH:16][N:15]=3)=[O:12])=[N:10][C:6]=2[CH:5]=1. (4) The product is: [O:38]=[C:32]1[CH:31]([N:26]2[CH2:27][C:28]3[C:24](=[CH:23][CH:22]=[C:21]([CH2:20][NH:19][C:3](=[O:5])[C:2]([F:1])([F:12])[C:6]4[CH:11]=[CH:10][N:9]=[CH:8][N:7]=4)[CH:29]=3)[C:25]2=[O:40])[CH2:36][CH2:35][C:34](=[O:37])[NH:33]1. Given the reactants [F:1][C:2]([F:12])([C:6]1[CH:11]=[CH:10][N:9]=[CH:8][N:7]=1)[C:3]([OH:5])=O.P(Cl)(Cl)(Cl)=O.Cl.[NH2:19][CH2:20][C:21]1[CH:29]=[C:28]2[C:24]([CH2:25][N:26]([CH:31]3[CH2:36][CH2:35][C:34](=[O:37])[NH:33][C:32]3=[O:38])[C:27]2=O)=[CH:23][CH:22]=1.C(=O)(O)[O-:40].[Na+], predict the reaction product. (5) Given the reactants [CH3:1][C:2]1[CH:10]=[CH:9][C:5]([C:6](O)=[O:7])=[CH:4][N:3]=1.Cl.[CH3:12][NH:13][O:14][CH3:15].CN1CCOCC1.[Cl-].COC1N=C(OC)N=C([N+]2(C)CCOCC2)N=1, predict the reaction product. The product is: [CH3:15][O:14][N:13]([CH3:12])[C:6](=[O:7])[C:5]1[CH:9]=[CH:10][C:2]([CH3:1])=[N:3][CH:4]=1. (6) Given the reactants [NH3:1].[CH3:2][C:3]1[S:4][C:5]([CH3:12])=[CH:6][C:7]=1[S:8](Cl)(=[O:10])=[O:9], predict the reaction product. The product is: [CH3:2][C:3]1[S:4][C:5]([CH3:12])=[CH:6][C:7]=1[S:8]([NH2:1])(=[O:10])=[O:9]. (7) Given the reactants [CH3:1][C:2]1[C:6]([B:7]2[O:11][C:10]([CH3:13])([CH3:12])[C:9]([CH3:15])([CH3:14])[O:8]2)=[CH:5][NH:4][N:3]=1.Cl[C:17]([C:30]1[CH:35]=[CH:34][CH:33]=[CH:32][CH:31]=1)([C:24]1[CH:29]=[CH:28][CH:27]=[CH:26][CH:25]=1)[C:18]1[CH:23]=[CH:22][CH:21]=[CH:20][CH:19]=1.C(N(CC)CC)C, predict the reaction product. The product is: [CH3:1][C:2]1[C:6]([B:7]2[O:11][C:10]([CH3:13])([CH3:12])[C:9]([CH3:15])([CH3:14])[O:8]2)=[CH:5][N:4]([C:17]([C:18]2[CH:23]=[CH:22][CH:21]=[CH:20][CH:19]=2)([C:30]2[CH:31]=[CH:32][CH:33]=[CH:34][CH:35]=2)[C:24]2[CH:25]=[CH:26][CH:27]=[CH:28][CH:29]=2)[N:3]=1. (8) Given the reactants [C:1]([O:5][C:6](=[O:29])[C:7]([O:10]/[N:11]=[C:12](/[C:16]1[N:17]=[C:18]([NH:21][C:22]([O:24][C:25]([CH3:28])([CH3:27])[CH3:26])=[O:23])[S:19][CH:20]=1)\[C:13]([OH:15])=O)([CH3:9])[CH3:8])([CH3:4])([CH3:3])[CH3:2].CC[N:32]([CH:36](C)C)[CH:33](C)C.CN(C(O[N:47]1[N:55]=NC2C=CC=N[C:48]1=2)=[N+](C)C)C.F[P-](F)(F)(F)(F)F.[NH2:63][CH:64]1[CH2:67][NH:66][C:65]1=[O:68], predict the reaction product. The product is: [N:47]1([CH2:48][C@@H:67]2[C@H:64]([NH:63][C:13](=[O:15])/[C:12](=[N:11]\[O:10][C:7]([CH3:8])([CH3:9])[C:6]([O:5][C:1]([CH3:3])([CH3:4])[CH3:2])=[O:29])/[C:16]3[N:17]=[C:18]([NH:21][C:22]([O:24][C:25]([CH3:28])([CH3:27])[CH3:26])=[O:23])[S:19][CH:20]=3)[C:65](=[O:68])[NH:66]2)[CH:36]=[N:32][CH:33]=[N:55]1.